This data is from Full USPTO retrosynthesis dataset with 1.9M reactions from patents (1976-2016). The task is: Predict the reactants needed to synthesize the given product. (1) Given the product [NH2:20][S:17]([C:11]1[C:10]([Cl:21])=[CH:9][C:8]([NH:7][CH2:6][C:3]2[O:4][CH:5]=[CH:1][CH:2]=2)=[C:13]([CH:12]=1)[C:14]([O:16][CH2:41][CH2:40][C:34]1[CH:39]=[CH:38][CH:37]=[CH:36][CH:35]=1)=[O:15])(=[O:19])=[O:18], predict the reactants needed to synthesize it. The reactants are: [CH:1]1[CH:2]=[C:3]([CH2:6][NH:7][C:8]2[C:13]([C:14]([OH:16])=[O:15])=[CH:12][C:11]([S:17]([NH2:20])(=[O:19])=[O:18])=[C:10]([Cl:21])[CH:9]=2)[O:4][CH:5]=1.C1N=CN(C(N2C=NC=C2)=O)C=1.[C:34]1([CH2:40][CH2:41]O)[CH:39]=[CH:38][CH:37]=[CH:36][CH:35]=1.C(C(CCC)[O-])(C)(C)C.[K+]. (2) Given the product [C:8]([O:12][C:13]([N:15]1[CH2:16][CH2:17][CH:18]([C:21]2[C:30]3[C:25](=[CH:26][C:27]([O:31][CH:32]4[CH2:33][N:34]([C:1](=[O:3])[CH3:2])[CH2:35]4)=[CH:28][CH:29]=3)[N:24]=[CH:23][N:22]=2)[CH2:19][CH2:20]1)=[O:14])([CH3:11])([CH3:9])[CH3:10], predict the reactants needed to synthesize it. The reactants are: [C:1](OC(=O)C)(=[O:3])[CH3:2].[C:8]([O:12][C:13]([N:15]1[CH2:20][CH2:19][CH:18]([C:21]2[C:30]3[C:25](=[CH:26][C:27]([O:31][CH:32]4[CH2:35][NH:34][CH2:33]4)=[CH:28][CH:29]=3)[N:24]=[CH:23][N:22]=2)[CH2:17][CH2:16]1)=[O:14])([CH3:11])([CH3:10])[CH3:9]. (3) The reactants are: [F:1][C:2]1[CH:9]=[CH:8][C:7]([C:10]([F:13])([F:12])[F:11])=[CH:6][C:3]=1[CH:4]=O.[CH3:14][C:15]([S@@:18]([NH2:20])=[O:19])([CH3:17])[CH3:16]. Given the product [F:1][C:2]1[CH:9]=[CH:8][C:7]([C:10]([F:13])([F:12])[F:11])=[CH:6][C:3]=1/[CH:4]=[N:20]/[S@:18]([C:15]([CH3:17])([CH3:16])[CH3:14])=[O:19], predict the reactants needed to synthesize it. (4) The reactants are: [N:1]1([CH2:6][CH2:7][N:8]2[C:13](=[O:14])[N:12](COCC3C=CC=CC=3)[C:11](=[O:24])[C:10]([O:25]CC3C=CC=CC=3)=[N:9]2)[CH:5]=[CH:4][CH:3]=[N:2]1. Given the product [N:1]1([CH2:6][CH2:7][N:8]2[C:13](=[O:14])[NH:12][C:11](=[O:24])[C:10]([OH:25])=[N:9]2)[CH:5]=[CH:4][CH:3]=[N:2]1, predict the reactants needed to synthesize it. (5) Given the product [CH3:13][O:12][C:10]1[C:9]([S:14][CH2:15][C:16]2[CH:17]=[CH:18][C:19]([C:22]3[CH:23]=[CH:24][C:25]([C:28]([F:30])([F:31])[F:29])=[CH:26][CH:27]=3)=[CH:20][CH:21]=2)=[CH:8][C:7]([CH3:32])=[C:6]([CH:11]=1)[O:5][CH2:4][C:3]([OH:33])=[O:2], predict the reactants needed to synthesize it. The reactants are: C[O:2][C:3](=[O:33])[CH2:4][O:5][C:6]1[CH:11]=[C:10]([O:12][CH3:13])[C:9]([S:14][CH2:15][C:16]2[CH:21]=[CH:20][C:19]([C:22]3[CH:27]=[CH:26][C:25]([C:28]([F:31])([F:30])[F:29])=[CH:24][CH:23]=3)=[CH:18][CH:17]=2)=[CH:8][C:7]=1[CH3:32]. (6) Given the product [O:35]1[CH:39]=[CH:38][C:37]2[CH:40]=[C:41]([CH2:44][C:4]3[C:8]4[C:7](=[CH:3][C:2]([Cl:1])=[CH:10][C:9]=4[Cl:11])[N:6]([C@@H:12]4[O:29][C@H:28]([CH2:30][OH:31])[C@@H:23]([OH:24])[C@H:18]([OH:19])[C@H:13]4[OH:14])[CH:5]=3)[CH:42]=[CH:43][C:36]1=2, predict the reactants needed to synthesize it. The reactants are: [Cl:1][C:2]1[CH:10]=[C:9]([Cl:11])[CH:8]=[C:7]2[C:3]=1[CH:4]=[CH:5][N:6]2[C@@H:12]1[O:29][C@H:28]([CH2:30][O:31]C(=O)C)[C@@H:23]([O:24]C(=O)C)[C@H:18]([O:19]C(=O)C)[C@H:13]1[O:14]C(=O)C.[O:35]1[CH:39]=[CH:38][C:37]2[CH:40]=[C:41]([C:44](Cl)=O)[CH:42]=[CH:43][C:36]1=2. (7) The reactants are: [CH2:1]([O:3][C:4]([C:6]1[CH:7]=[C:8]([NH:12][CH:13]([C:17]2[CH:18]=[N:19][C:20]([O:23][CH3:24])=[CH:21][CH:22]=2)[C:14]([OH:16])=[O:15])[CH:9]=[CH:10][CH:11]=1)=[O:5])[CH3:2].[N:25]12[CH2:32][CH2:31][CH:28]([CH2:29][CH2:30]1)[C@@H:27](O)[CH2:26]2.C1C=CC2N(O)N=NC=2C=1.C1CCC(N=C=NC2CCCCC2)CC1. Given the product [CH3:24][O:23][C:20]1[N:19]=[CH:18][C:17]([CH:13]([NH:12][C:8]2[CH:7]=[C:6]([CH:11]=[CH:10][CH:9]=2)[C:4]([O:3][CH2:1][CH3:2])=[O:5])[C:14](=[O:16])[O:15][C@@H:27]2[CH:28]3[CH2:31][CH2:32][N:25]([CH2:30][CH2:29]3)[CH2:26]2)=[CH:22][CH:21]=1, predict the reactants needed to synthesize it.